From a dataset of Reaction yield outcomes from USPTO patents with 853,638 reactions. Predict the reaction yield, written as a fraction of the theoretical maximum amount of product (1.0 means a 100% yield; for example, 0.34 means a 34% yield). (1) The reactants are [CH3:1][O:2][C:3]([C:5]1[CH:6]=[C:7]([C:12]2[CH:17]=[CH:16][C:15]([CH3:18])=[CH:14][CH:13]=2)[CH:8]=[C:9](N)[CH:10]=1)=[O:4].N(OCCC(C)C)=O.[I:27]CI. The catalyst is N1CCCCC1.CC#N. The product is [CH3:1][O:2][C:3]([C:5]1[CH:6]=[C:7]([C:12]2[CH:17]=[CH:16][C:15]([CH3:18])=[CH:14][CH:13]=2)[CH:8]=[C:9]([I:27])[CH:10]=1)=[O:4]. The yield is 0.660. (2) The reactants are [CH:1]1([C:4]([N:6]2[C:15]3[CH:14]=[CH:13][CH:12]=[C:11]([OH:16])[C:10]=3[CH2:9][CH2:8][C@@H:7]2[CH3:17])=[O:5])[CH2:3][CH2:2]1.[Br:18]N1C(=O)CCC1=O. The catalyst is C(#N)C.ClCCl. The product is [Br:18][C:12]1[CH:13]=[CH:14][C:15]2[N:6]([C:4]([CH:1]3[CH2:2][CH2:3]3)=[O:5])[C@@H:7]([CH3:17])[CH2:8][CH2:9][C:10]=2[C:11]=1[OH:16]. The yield is 0.680.